This data is from Peptide-MHC class I binding affinity with 185,985 pairs from IEDB/IMGT. The task is: Regression. Given a peptide amino acid sequence and an MHC pseudo amino acid sequence, predict their binding affinity value. This is MHC class I binding data. (1) The peptide sequence is ATSTGNYNYK. The MHC is Mamu-B8301 with pseudo-sequence Mamu-B8301. The binding affinity (normalized) is 0.757. (2) The peptide sequence is LLLFADINGK. The MHC is HLA-A68:01 with pseudo-sequence HLA-A68:01. The binding affinity (normalized) is 0.156. (3) The peptide sequence is HERPVILSL. The MHC is HLA-B08:01 with pseudo-sequence HLA-B08:01. The binding affinity (normalized) is 0.258. (4) The MHC is HLA-B57:01 with pseudo-sequence HLA-B57:01. The peptide sequence is WRFDSHLAF. The binding affinity (normalized) is 0.126. (5) The MHC is HLA-C14:02 with pseudo-sequence HLA-C14:02. The binding affinity (normalized) is 0.357. The peptide sequence is AKRYEKSAM. (6) The peptide sequence is TWKPTIFLL. The MHC is HLA-A24:02 with pseudo-sequence HLA-A24:02. The binding affinity (normalized) is 0.538.